Dataset: CYP2C9 inhibition data for predicting drug metabolism from PubChem BioAssay. Task: Regression/Classification. Given a drug SMILES string, predict its absorption, distribution, metabolism, or excretion properties. Task type varies by dataset: regression for continuous measurements (e.g., permeability, clearance, half-life) or binary classification for categorical outcomes (e.g., BBB penetration, CYP inhibition). Dataset: cyp2c9_veith. The molecule is Cc1nc(NC(=O)c2ccccc2)sc1-c1csc(Nc2cccc(Cl)c2)n1. The result is 1 (inhibitor).